This data is from Full USPTO retrosynthesis dataset with 1.9M reactions from patents (1976-2016). The task is: Predict the reactants needed to synthesize the given product. The reactants are: [C:1]1([C:7]2[S:11][N:10]=[C:9]([C:12]([OH:14])=O)[CH:8]=2)[CH:6]=[CH:5][CH:4]=[CH:3][CH:2]=1.[N:15]1(C(C2C=NSC=2C2C=CC=CC=2)=O)[CH:24]2[CH:19]([CH2:20][CH2:21][CH2:22][CH2:23]2)[CH2:18][CH2:17][CH2:16]1. Given the product [N:15]1([C:12]([C:9]2[CH:8]=[C:7]([C:1]3[CH:2]=[CH:3][CH:4]=[CH:5][CH:6]=3)[S:11][N:10]=2)=[O:14])[CH:24]2[CH:19]([CH2:20][CH2:21][CH2:22][CH2:23]2)[CH2:18][CH2:17][CH2:16]1, predict the reactants needed to synthesize it.